From a dataset of Full USPTO retrosynthesis dataset with 1.9M reactions from patents (1976-2016). Predict the reactants needed to synthesize the given product. The reactants are: [OH-].[Na+].[CH2:3]([O:7][C:8]1[CH:13]=[C:12]([CH2:14][CH2:15][C:16]([O:18]C)=[O:17])[CH:11]=[CH:10][C:9]=1[C:20]1[CH:25]=[CH:24][CH:23]=[C:22]([N:26]([CH3:37])[C:27]([NH:29][CH2:30][CH2:31][CH2:32][CH2:33][CH2:34][CH2:35][CH3:36])=[O:28])[CH:21]=1)[CH2:4][CH2:5][CH3:6]. Given the product [CH2:3]([O:7][C:8]1[CH:13]=[C:12]([CH2:14][CH2:15][C:16]([OH:18])=[O:17])[CH:11]=[CH:10][C:9]=1[C:20]1[CH:25]=[CH:24][CH:23]=[C:22]([N:26]([CH3:37])[C:27]([NH:29][CH2:30][CH2:31][CH2:32][CH2:33][CH2:34][CH2:35][CH3:36])=[O:28])[CH:21]=1)[CH2:4][CH2:5][CH3:6], predict the reactants needed to synthesize it.